This data is from Full USPTO retrosynthesis dataset with 1.9M reactions from patents (1976-2016). The task is: Predict the reactants needed to synthesize the given product. (1) Given the product [CH2:1]([CH:3]([N:6]1[CH:10]=[C:9]([NH:11][C:12](=[O:18])[CH:13]([NH:17][C:21](=[O:22])[CH:20]([OH:19])[C:24]([CH3:27])([CH3:26])[CH3:25])[CH2:14][CH2:15][CH3:16])[N:8]=[CH:7]1)[CH2:4][CH3:5])[CH3:2], predict the reactants needed to synthesize it. The reactants are: [CH2:1]([CH:3]([N:6]1[CH:10]=[C:9]([NH:11][C:12](=[O:18])[CH:13]([NH2:17])[CH2:14][CH2:15][CH3:16])[N:8]=[CH:7]1)[CH2:4][CH3:5])[CH3:2].[OH:19][C@@H:20]([C:24]([CH3:27])([CH3:26])[CH3:25])[C:21](O)=[O:22]. (2) Given the product [NH2:16][C:2]1[C:11]([N+:12]([O-:14])=[O:13])=[CH:10][C:9]2[C:4](=[C:5]([CH3:15])[CH:6]=[CH:7][CH:8]=2)[N:3]=1, predict the reactants needed to synthesize it. The reactants are: Cl[C:2]1[C:11]([N+:12]([O-:14])=[O:13])=[CH:10][C:9]2[C:4](=[C:5]([CH3:15])[CH:6]=[CH:7][CH:8]=2)[N:3]=1.[NH3:16]. (3) Given the product [CH3:29][O:1][C:2]1[N:6]([C:7]2[CH:12]=[CH:11][C:10]([C:13](=[O:20])[NH:14][CH2:15][CH2:16][CH2:17][O:18][CH3:19])=[CH:9][N:8]=2)[N:5]=[CH:4][C:3]=1[C:21]([O:23][CH2:24][CH3:25])=[O:22], predict the reactants needed to synthesize it. The reactants are: [OH:1][C:2]1[N:6]([C:7]2[CH:12]=[CH:11][C:10]([C:13](=[O:20])[NH:14][CH2:15][CH2:16][CH2:17][O:18][CH3:19])=[CH:9][N:8]=2)[N:5]=[CH:4][C:3]=1[C:21]([O:23][CH2:24][CH3:25])=[O:22].CO.[Si](C=[N+]=[N-])(C)(C)[CH3:29].C(O)(=O)C. (4) Given the product [Br:1][C:2]1[CH:7]=[CH:6][C:5]([C:8](=[N:22][O:23][CH2:24][CH3:25])[CH:9]2[CH2:10][CH2:11][N:12]([C:15]3([CH3:21])[CH2:20][CH2:19][N:18]([C:37]([C:28]4[C:27]([OH:26])=[N:36][C:35]5[C:30](=[CH:31][CH:32]=[CH:33][CH:34]=5)[N:29]=4)=[O:38])[CH2:17][CH2:16]3)[CH2:13][CH2:14]2)=[CH:4][CH:3]=1, predict the reactants needed to synthesize it. The reactants are: [Br:1][C:2]1[CH:7]=[CH:6][C:5]([C:8](=[N:22][O:23][CH2:24][CH3:25])[CH:9]2[CH2:14][CH2:13][N:12]([C:15]3([CH3:21])[CH2:20][CH2:19][NH:18][CH2:17][CH2:16]3)[CH2:11][CH2:10]2)=[CH:4][CH:3]=1.[OH:26][C:27]1[C:28]([C:37](O)=[O:38])=[N:29][C:30]2[C:35]([N:36]=1)=[CH:34][CH:33]=[CH:32][CH:31]=2.CCN(CC)CC.CN(C(ON1N=NC2C=CC=NC1=2)=[N+](C)C)C.F[P-](F)(F)(F)(F)F. (5) Given the product [Br:1][C:2]1[CH:3]=[N:4][C:5]2[N:6]([N:8]=[C:9]([C:11]([N:16]3[CH2:17][CH2:18][C:19]4[C:20]([C:25]#[N:26])=[CH:21][CH:22]=[CH:23][C:24]=4[CH:15]3[CH3:14])=[O:13])[CH:10]=2)[CH:7]=1, predict the reactants needed to synthesize it. The reactants are: [Br:1][C:2]1[CH:3]=[N:4][C:5]2[N:6]([N:8]=[C:9]([C:11]([OH:13])=O)[CH:10]=2)[CH:7]=1.[CH3:14][CH:15]1[C:24]2[CH:23]=[CH:22][CH:21]=[C:20]([C:25]#[N:26])[C:19]=2[CH2:18][CH2:17][NH:16]1. (6) The reactants are: Br[C:2]1[CH:11]=[CH:10][C:9]2[N:8]=[CH:7][C:6]3[N:12]([CH3:25])[C:13](=[O:24])[N:14]([C:15]4[C:16]([CH3:23])=[N:17][N:18]([CH:20](C)C)[CH:19]=4)[C:5]=3[C:4]=2[CH:3]=1.[F:26][C:27]1[C:32]([N:33]([CH3:35])[CH3:34])=[CH:31][C:30](B2OC(C)(C)C(C)(C)O2)=[CH:29][N:28]=1. Given the product [CH3:35][N:33]([CH3:34])[C:32]1[CH:31]=[C:30]([C:2]2[CH:11]=[CH:10][C:9]3[N:8]=[CH:7][C:6]4[N:12]([CH3:25])[C:13](=[O:24])[N:14]([C:15]5[C:16]([CH3:23])=[N:17][N:18]([CH3:20])[CH:19]=5)[C:5]=4[C:4]=3[CH:3]=2)[CH:29]=[N:28][C:27]=1[F:26], predict the reactants needed to synthesize it. (7) The reactants are: C(O)(C(F)(F)F)=O.C(O[C:13](=[O:48])[CH2:14][N:15]1[C:23]2[C:18](=[CH:19][CH:20]=[C:21]([C:24]([O:26][CH3:27])=[O:25])[CH:22]=2)[C:17]([CH:28]2[CH2:33][CH2:32][CH2:31][CH2:30][CH2:29]2)=[C:16]1[C:34]1[CH:39]=[CH:38][CH:37]=[CH:36][C:35]=1[NH:40]C(OC(C)(C)C)=O)(C)(C)C.C([O-])(O)=O.[Na+]. Given the product [CH:28]1([C:17]2[C:18]3[CH:19]=[CH:20][C:21]([C:24]([O:26][CH3:27])=[O:25])=[CH:22][C:23]=3[N:15]3[C:16]=2[C:34]2[CH:39]=[CH:38][CH:37]=[CH:36][C:35]=2[NH:40][C:13](=[O:48])[CH2:14]3)[CH2:33][CH2:32][CH2:31][CH2:30][CH2:29]1, predict the reactants needed to synthesize it. (8) Given the product [Cl:13][C:12]1[CH:11]=[C:10]([C:14]([F:15])([F:16])[F:17])[CH:9]=[C:8]([Cl:18])[C:7]=1[N:6]1[C:2]([N:1]=[CH:29][O:30][CH2:31][CH3:32])=[C:3]([S:23]([C:25]([F:27])([F:26])[F:28])=[O:24])[C:4]([C:21]#[N:22])=[C:5]1[C:19]#[N:20], predict the reactants needed to synthesize it. The reactants are: [NH2:1][C:2]1[N:6]([C:7]2[C:12]([Cl:13])=[CH:11][C:10]([C:14]([F:17])([F:16])[F:15])=[CH:9][C:8]=2[Cl:18])[C:5]([C:19]#[N:20])=[C:4]([C:21]#[N:22])[C:3]=1[S:23]([C:25]([F:28])([F:27])[F:26])=[O:24].[CH:29](OCC)(OCC)[O:30][CH2:31][CH3:32].C1(C)C=CC(S(O)(=O)=O)=CC=1. (9) Given the product [OH:20][CH:18]1[CH2:19][C:15]2([CH2:14][CH:13]([C:11]3[O:10][N:9]=[C:8]([C:5]4[CH:6]=[CH:7][C:2]([CH3:1])=[C:3]([NH:21][C:22]([C:24]5[N:28]6[CH:29]=[CH:30][CH:31]=[CH:32][C:27]6=[N:26][CH:25]=5)=[O:23])[CH:4]=4)[N:12]=3)[CH2:16]2)[CH2:17]1, predict the reactants needed to synthesize it. The reactants are: [CH3:1][C:2]1[CH:7]=[CH:6][C:5]([C:8]2[N:12]=[C:11]([CH:13]3[CH2:16][C:15]4([CH2:19][C:18](=[O:20])[CH2:17]4)[CH2:14]3)[O:10][N:9]=2)=[CH:4][C:3]=1[NH:21][C:22]([C:24]1[N:28]2[CH:29]=[CH:30][CH:31]=[CH:32][C:27]2=[N:26][CH:25]=1)=[O:23].[BH4-].[Na+]. (10) Given the product [CH2:29]([O:28][C:25]1[CH:26]=[CH:27][C:22]([C:19]2[S:18][C:17]([S:14]([C:8]3([C:6]([OH:7])=[O:5])[CH2:13][CH2:12][O:11][CH2:10][CH2:9]3)(=[O:16])=[O:15])=[CH:21][CH:20]=2)=[CH:23][CH:24]=1)[CH2:30][CH2:31][CH3:32], predict the reactants needed to synthesize it. The reactants are: C([O:5][C:6]([C:8]1([S:14]([C:17]2[S:18][C:19]([C:22]3[CH:27]=[CH:26][C:25]([O:28][CH2:29][CH2:30][CH2:31][CH3:32])=[CH:24][CH:23]=3)=[CH:20][CH:21]=2)(=[O:16])=[O:15])[CH2:13][CH2:12][O:11][CH2:10][CH2:9]1)=[O:7])(C)(C)C.FC(F)(F)C(O)=O.